Dataset: Forward reaction prediction with 1.9M reactions from USPTO patents (1976-2016). Task: Predict the product of the given reaction. (1) Given the reactants [Cl:1][C:2]1[CH:7]=[C:6]([O:8][CH:9]([CH3:11])[CH3:10])[N:5]=[C:4]2[CH2:12][CH2:13][CH2:14][C:3]=12.[NH2:15][C:16]1[CH:21]=[CH:20][C:19]([CH2:22][CH2:23][OH:24])=[CH:18][CH:17]=1, predict the reaction product. The product is: [ClH:1].[CH:9]([O:8][C:6]1[N:5]=[C:4]2[CH2:12][CH2:13][CH2:14][C:3]2=[C:2]([NH:15][C:16]2[CH:21]=[CH:20][C:19]([CH2:22][CH2:23][OH:24])=[CH:18][CH:17]=2)[CH:7]=1)([CH3:11])[CH3:10]. (2) Given the reactants [CH3:1][O:2][C:3]1[CH:22]=[CH:21][C:6]([CH2:7][C@@H:8]2[C:12]3=[N:13][C:14]4[CH:19]=[CH:18][CH:17]=[CH:16][C:15]=4[N:11]3[C:10](=[O:20])[NH:9]2)=[CH:5][CH:4]=1.[F:23][CH:24]([F:34])[O:25][C:26]1[CH:31]=[CH:30][CH:29]=[CH:28][C:27]=1[CH2:32][NH2:33].C(O)(C(F)(F)F)=O, predict the reaction product. The product is: [NH:11]1[C:15]2[CH:16]=[CH:17][CH:18]=[CH:19][C:14]=2[N:13]=[C:12]1[C@H:8]([NH:9][C:10]([NH:33][CH2:32][C:27]1[CH:28]=[CH:29][CH:30]=[CH:31][C:26]=1[O:25][CH:24]([F:34])[F:23])=[O:20])[CH2:7][C:6]1[CH:21]=[CH:22][C:3]([O:2][CH3:1])=[CH:4][CH:5]=1. (3) The product is: [NH2:28][CH2:13][C@H:12]([NH:11][C:9]([O:8][CH2:1][C:2]1[CH:3]=[CH:4][CH:5]=[CH:6][CH:7]=1)=[O:10])[C:17]([OH:19])=[O:18]. Given the reactants [CH2:1]([O:8][C:9]([NH:11][C@H:12]([C:17]([OH:19])=[O:18])[CH2:13]C(=O)N)=[O:10])[C:2]1[CH:7]=[CH:6][CH:5]=[CH:4][CH:3]=1.C(OCC)(=O)C.C(#[N:28])C.C(O)(=O)C.C(O)(=O)C.I(C1C=CC=CC=1)=O, predict the reaction product. (4) The product is: [C:1]([O:5][C:6]([N:8]1[CH2:11][CH2:10][C@H:9]1[CH2:12][OH:13])=[O:7])([CH3:4])([CH3:3])[CH3:2]. Given the reactants [C:1]([O:5][C:6]([N:8]1[CH2:11][CH2:10][C@H:9]1[C:12](O)=[O:13])=[O:7])([CH3:4])([CH3:3])[CH3:2], predict the reaction product. (5) Given the reactants F[C:2](F)(F)C(O)=O.C([Zn]CC)C.ICI.[CH2:16]=[C:17]1[CH2:22][CH2:21][CH:20]([C:23]([O:25][CH2:26][CH3:27])=[O:24])[CH2:19][CH2:18]1, predict the reaction product. The product is: [CH2:2]1[C:17]2([CH2:18][CH2:19][CH:20]([C:23]([O:25][CH2:26][CH3:27])=[O:24])[CH2:21][CH2:22]2)[CH2:16]1. (6) Given the reactants C(Cl)(=O)C(Cl)=O.[C:7]([C:9]1[C:10]([O:22][CH3:23])=[C:11]([C:19](O)=[O:20])[C:12]2[C:17]([CH:18]=1)=[CH:16][CH:15]=[CH:14][CH:13]=2)#[N:8].[BH4-].[Na+], predict the reaction product. The product is: [C:7]([C:9]1[C:10]([O:22][CH3:23])=[C:11]([CH2:19][OH:20])[C:12]2[C:17]([CH:18]=1)=[CH:16][CH:15]=[CH:14][CH:13]=2)#[N:8]. (7) The product is: [CH:20]1[C:28]2[C:27]3[CH:29]=[CH:30][CH:31]=[CH:32][C:26]=3[O:25][C:24]=2[CH:23]=[CH:22][C:21]=1[CH2:33][N:1]1[CH:2]([C:10]2[C:11]([O:18][CH3:19])=[N:12][CH:13]=[CH:14][C:15]=2[O:16][CH3:17])[CH2:3][CH:4]([CH3:9])[C:5]1=[O:7]. Given the reactants [NH2:1][CH:2]([C:10]1[C:11]([O:18][CH3:19])=[N:12][CH:13]=[CH:14][C:15]=1[O:16][CH3:17])[CH2:3][CH:4]([CH3:9])[C:5]([O:7]C)=O.[CH:20]1[C:28]2[C:27]3[CH:29]=[CH:30][CH:31]=[CH:32][C:26]=3[O:25][C:24]=2[CH:23]=[CH:22][C:21]=1[CH:33]=O, predict the reaction product. (8) Given the reactants [CH3:1][Mg]I.[OH:4][CH2:5][C:6]1[CH:32]=[CH:31][C:9]([O:10][CH2:11][C:12]2[CH:13]=[C:14]([C:18]3[C:23]([CH3:24])=[CH:22][C:21]([O:25][CH2:26][C:27]([CH3:29])=[O:28])=[CH:20][C:19]=3[CH3:30])[CH:15]=[CH:16][CH:17]=2)=[CH:8][CH:7]=1, predict the reaction product. The product is: [OH:4][CH2:5][C:6]1[CH:7]=[CH:8][C:9]([O:10][CH2:11][C:12]2[CH:13]=[C:14]([C:18]3[C:19]([CH3:30])=[CH:20][C:21]([O:25][CH2:26][C:27]([CH3:1])([OH:28])[CH3:29])=[CH:22][C:23]=3[CH3:24])[CH:15]=[CH:16][CH:17]=2)=[CH:31][CH:32]=1. (9) The product is: [CH2:27]([N:29]([CH2:30][CH2:31][CH2:32][CH2:33][CH2:34][OH:35])[C:36]1[CH:37]=[CH:38][C:39](/[CH:42]=[CH:2]/[C:3]2[O:7][CH:6]=[CH:5][CH:4]=2)=[CH:40][CH:41]=1)[CH3:28]. Given the reactants [Br-].[CH2:2]([P+](C1C=CC=CC=1)(C1C=CC=CC=1)C1C=CC=CC=1)[C:3]1[O:7][CH:6]=[CH:5][CH:4]=1.[CH2:27]([N:29]([C:36]1[CH:41]=[CH:40][C:39]([CH:42]=O)=[CH:38][CH:37]=1)[CH2:30][CH2:31][CH2:32][CH2:33][CH2:34][OH:35])[CH3:28].[O-]CC.[Na+], predict the reaction product.